From a dataset of Full USPTO retrosynthesis dataset with 1.9M reactions from patents (1976-2016). Predict the reactants needed to synthesize the given product. (1) Given the product [CH3:20][C:16]1[C:17]2[C:12](=[CH:11][C:10]([C:2]3[O:1][C:5]4[CH:6]=[CH:7][CH:8]=[CH:9][C:4]=4[C:3]=3[C:35](=[O:40])[CH2:36][CH2:37][CH2:38][CH3:39])=[CH:19][CH:18]=2)[CH:13]=[CH:14][C:15]=1[O:21][CH:22]([CH2:28][C:29]1[CH:30]=[CH:31][CH:32]=[CH:33][CH:34]=1)[C:23]([O:25][CH2:26][CH3:27])=[O:24], predict the reactants needed to synthesize it. The reactants are: [O:1]1[C:5]2[CH:6]=[CH:7][CH:8]=[CH:9][C:4]=2[CH:3]=[C:2]1[C:10]1[CH:11]=[C:12]2[C:17](=[CH:18][CH:19]=1)[C:16]([CH3:20])=[C:15]([O:21][CH:22]([CH2:28][C:29]1[CH:34]=[CH:33][CH:32]=[CH:31][CH:30]=1)[C:23]([O:25][CH2:26][CH3:27])=[O:24])[CH:14]=[CH:13]2.[C:35](Cl)(=[O:40])[CH2:36][CH2:37][CH2:38][CH3:39].[Sn](Cl)(Cl)(Cl)Cl.C(=O)(O)[O-].[Na+]. (2) Given the product [Cl:12][C:8]1[CH:7]=[C:6]([C:4](=[O:5])[CH2:3][C:13](=[O:19])[C:14]([O:16][CH2:17][CH3:18])=[O:15])[CH:11]=[CH:10][CH:9]=1, predict the reactants needed to synthesize it. The reactants are: [H-].[Na+].[CH3:3][C:4]([C:6]1[CH:11]=[CH:10][CH:9]=[C:8]([Cl:12])[CH:7]=1)=[O:5].[C:13](OCC)(=[O:19])[C:14]([O:16][CH2:17][CH3:18])=[O:15].Cl. (3) Given the product [O:7]1[C:8](=[O:9])[N:10]=[C:11]([C:12]2[CH:13]=[CH:14][C:15]([NH:18][CH2:19][C:20]3[N:28]([CH3:29])[C:27]4[CH:26]=[CH:25][C:24]([C:30]([N:32]([C:40]5[CH:41]=[CH:42][CH:43]=[CH:44][N:45]=5)[CH2:33][CH2:34][C:35]([O:37][CH2:38][CH3:39])=[O:36])=[O:31])=[CH:23][C:22]=4[N:21]=3)=[CH:16][CH:17]=2)[NH:46]1, predict the reactants needed to synthesize it. The reactants are: CCCCCC[O:7][C:8](/[N:10]=[C:11](\[NH2:46])/[C:12]1[CH:13]=[CH:14][C:15]([NH:18][CH2:19][C:20]2[N:28]([CH3:29])[C:27]3[CH:26]=[CH:25][C:24]([C:30]([N:32]([C:40]4[CH:41]=[CH:42][CH:43]=[CH:44][N:45]=4)[CH2:33][CH2:34][C:35]([O:37][CH2:38][CH3:39])=[O:36])=[O:31])=[CH:23][C:22]=3[N:21]=2)=[CH:16][CH:17]=1)=[O:9].NC1C=C(C=CC=1NC)C(N(C1C=CC=CN=1)CCC(OCC)=O)=O.O1C(=O)N=C(C2C=CC(NCC(O)=O)=CC=2)N1.C(Cl)(=O)C(C)(C)C. (4) The reactants are: [Br:1][C:2]1[CH:3]=[N:4][C:5]([NH2:8])=[N:6][CH:7]=1.[H-].[Na+].[CH2:11]([O:13][C:14](=[O:30])[CH2:15][C@H:16]1[C:24]2[C:19](=[CH:20][C:21]([O:25][CH2:26][CH2:27][CH2:28]Br)=[CH:22][CH:23]=2)[CH2:18][CH2:17]1)[CH3:12].[NH4+].[Cl-]. Given the product [Br:1][C:2]1[CH:3]=[N:4][C:5]([NH:8][CH2:28][CH2:27][CH2:26][O:25][C:21]2[CH:20]=[C:19]3[C:24](=[CH:23][CH:22]=2)[C@H:16]([CH2:15][C:14]([O:13][CH2:11][CH3:12])=[O:30])[CH2:17][CH2:18]3)=[N:6][CH:7]=1, predict the reactants needed to synthesize it. (5) Given the product [CH2:1]([C:3]([CH:12]([CH3:30])[C:13](=[O:29])[C:14]1[CH:28]=[CH:27][C:17]2[N:18]=[C:19]([C:21]3[CH:22]=[CH:23][CH:24]=[CH:25][CH:26]=3)[O:20][C:16]=2[CH:15]=1)([C:4]([OH:6])=[O:5])[C:8]([OH:10])=[O:9])[CH3:2], predict the reactants needed to synthesize it. The reactants are: [CH2:1]([C:3]([CH:12]([CH3:30])[C:13](=[O:29])[C:14]1[CH:28]=[CH:27][C:17]2[N:18]=[C:19]([C:21]3[CH:26]=[CH:25][CH:24]=[CH:23][CH:22]=3)[O:20][C:16]=2[CH:15]=1)([C:8]([O:10]C)=[O:9])[C:4]([O:6]C)=[O:5])[CH3:2].[OH-].[Li+]. (6) The reactants are: [CH3:1][C:2]1([CH2:9][C:10]([O:12][CH2:13][CH3:14])=[O:11])[CH2:7][CH2:6][C:5](=O)[CH2:4][CH2:3]1.[C:15]([O:19][C:20]([CH3:23])([CH3:22])[CH3:21])(=[O:18])[NH:16][NH2:17].[BH-](OC(C)=O)(OC(C)=O)OC(C)=O.[Na+].C([O-])(O)=O.[Na+]. Given the product [CH2:13]([O:12][C:10](=[O:11])[CH2:9][C:2]1([CH3:1])[CH2:7][CH2:6][CH:5]([NH:17][NH:16][C:15]([O:19][C:20]([CH3:23])([CH3:22])[CH3:21])=[O:18])[CH2:4][CH2:3]1)[CH3:14], predict the reactants needed to synthesize it.